This data is from Reaction yield outcomes from USPTO patents with 853,638 reactions. The task is: Predict the reaction yield, written as a fraction of the theoretical maximum amount of product (1.0 means a 100% yield; for example, 0.34 means a 34% yield). (1) The reactants are [CH3:1][CH:2]1[CH2:7][CH2:6][NH:5][CH2:4][CH:3]1[NH:8][P:9](=[O:16])([O:13][CH2:14][CH3:15])[O:10][CH2:11][CH3:12].Cl[C:18]1[CH:23]=[CH:22][N:21]=[CH:20][C:19]=1[N+:24]([O-:26])=[O:25].CCN(C(C)C)C(C)C. The catalyst is C(O)(C)C. The product is [CH3:1][CH:2]1[CH2:7][CH2:6][N:5]([C:18]2[CH:23]=[CH:22][N:21]=[CH:20][C:19]=2[N+:24]([O-:26])=[O:25])[CH2:4][CH:3]1[NH:8][P:9](=[O:16])([O:13][CH2:14][CH3:15])[O:10][CH2:11][CH3:12]. The yield is 0.520. (2) The reactants are [Cl:1][C:2]1[CH:7]=[CH:6][C:5]([OH:8])=[C:4]([O:9][CH3:10])[CH:3]=1.[CH2:11]([C@H:13]1[O:15][CH2:14]1)Cl.C1(C)C=CC=CC=1.[OH-].[Na+]. The catalyst is [Cl-].C([N+](C)(C)C)C1C=CC=CC=1.O. The product is [Cl:1][C:2]1[CH:7]=[CH:6][C:5]([O:8][CH2:11][C@@H:13]2[O:15][CH2:14]2)=[C:4]([O:9][CH3:10])[CH:3]=1. The yield is 0.870. (3) The catalyst is O.C(O)C. The yield is 0.830. The product is [CH2:12]([O:11][C:9](=[O:10])[CH:8]([CH2:4][CH:3]([C:2]#[N:6])[CH3:5])[C:7]([O:15][CH2:16][CH3:17])=[O:14])[CH3:13]. The reactants are [Na].[C:2](#[N:6])[C:3]([CH3:5])=[CH2:4].[C:7]([O:15][CH2:16][CH3:17])(=[O:14])[CH2:8][C:9]([O:11][CH2:12][CH3:13])=[O:10].C(O)(=O)C. (4) The reactants are [N:1]1([C:11]([O:13][C:14]([CH3:17])([CH3:16])[CH3:15])=[O:12])[CH2:6][CH2:5][CH:4]([C:7]([O:9][CH3:10])=[O:8])[CH2:3][CH2:2]1.[Li+].C[Si]([N-][Si](C)(C)C)(C)C.[Br:28][C:29]1[CH:30]=[C:31]2[C:36](=[CH:37][C:38]=1[Cl:39])[N:35]=[CH:34][N:33]=[C:32]2Cl. The catalyst is C1COCC1. The product is [Br:28][C:29]1[CH:30]=[C:31]2[C:36](=[CH:37][C:38]=1[Cl:39])[N:35]=[CH:34][N:33]=[C:32]2[C:4]1([C:7]([O:9][CH3:10])=[O:8])[CH2:3][CH2:2][N:1]([C:11]([O:13][C:14]([CH3:17])([CH3:16])[CH3:15])=[O:12])[CH2:6][CH2:5]1. The yield is 0.370. (5) The reactants are Br[C:2]1[CH:3]=[CH:4][C:5]2[O:11][CH2:10][CH2:9][N:8]3[CH:12]=[C:13]([C:15]([NH2:17])=[O:16])[N:14]=[C:7]3[C:6]=2[CH:18]=1.[C:19]([C:21]1([OH:28])[CH2:25][CH2:24][N:23]([CH3:26])[C:22]1=[O:27])#[CH:20]. No catalyst specified. The product is [OH:28][C:21]1([C:19]#[C:20][C:2]2[CH:3]=[CH:4][C:5]3[O:11][CH2:10][CH2:9][N:8]4[CH:12]=[C:13]([C:15]([NH2:17])=[O:16])[N:14]=[C:7]4[C:6]=3[CH:18]=2)[CH2:25][CH2:24][N:23]([CH3:26])[C:22]1=[O:27]. The yield is 0.0700. (6) The reactants are C([O:8][CH2:9][C:10]([CH3:24])([CH3:23])[CH2:11][C:12]1([OH:22])[CH2:21][CH2:20][C:15]2([O:19][CH2:18][CH2:17][O:16]2)[CH2:14][CH2:13]1)C1C=CC=CC=1.O1CCCC1.[H][H]. The catalyst is [Pd].C(O)=O. The product is [OH:8][CH2:9][C:10]([CH3:24])([CH3:23])[CH2:11][C:12]1([OH:22])[CH2:21][CH2:20][C:15]2([O:19][CH2:18][CH2:17][O:16]2)[CH2:14][CH2:13]1. The yield is 0.610. (7) The reactants are Br[C:2]1[C:10]2[S:9][CH:8]=[CH:7][C:6]=2[CH:5]=[CH:4][CH:3]=1.C([Li])CCC.CCCCCC.[B:22](OC)([O:25]C)[O:23]C. The catalyst is CCOCC. The product is [S:9]1[C:10]2[C:2]([B:22]([OH:25])[OH:23])=[CH:3][CH:4]=[CH:5][C:6]=2[CH:7]=[CH:8]1. The yield is 0.600.